This data is from Reaction yield outcomes from USPTO patents with 853,638 reactions. The task is: Predict the reaction yield, written as a fraction of the theoretical maximum amount of product (1.0 means a 100% yield; for example, 0.34 means a 34% yield). (1) The product is [C:1]1([C:7]2[CH:36]=[CH:35][CH:34]=[CH:33][C:8]=2[CH2:9][CH:10]([CH2:14][CH2:15][CH:16]([CH2:20][C:21]2[CH:26]=[CH:25][CH:24]=[CH:23][C:22]=2[C:27]2[CH:32]=[CH:31][CH:30]=[CH:29][CH:28]=2)[C:17]([Cl:39])=[O:18])[C:11]([Cl:41])=[O:12])[CH:6]=[CH:5][CH:4]=[CH:3][CH:2]=1. The reactants are [C:1]1([C:7]2[CH:36]=[CH:35][CH:34]=[CH:33][C:8]=2[CH2:9][CH:10]([CH2:14][CH2:15][CH:16]([CH2:20][C:21]2[CH:26]=[CH:25][CH:24]=[CH:23][C:22]=2[C:27]2[CH:32]=[CH:31][CH:30]=[CH:29][CH:28]=2)[C:17](O)=[O:18])[C:11](O)=[O:12])[CH:6]=[CH:5][CH:4]=[CH:3][CH:2]=1.O=S(Cl)[Cl:39].[ClH:41]. No catalyst specified. The yield is 1.00. (2) The reactants are [Cl:1][C:2]1[CH:3]=[C:4]([C:10]2[O:14][N:13]=[C:12]([C:15]3[CH:16]=[C:17]4[C:21](=[CH:22][CH:23]=3)[N:20]([CH2:24][C:25]3([NH:33]C(=O)OC(C)(C)C)[CH2:30][O:29]C(C)(C)[O:27][CH2:26]3)[CH2:19][CH2:18]4)[N:11]=2)[CH:5]=[CH:6][C:7]=1[O:8][CH3:9].CC1(C)OCC(NC(=O)OC(C)(C)C)(CNC2C=CC(CCCCCCCC)=CC=2)CO1. No catalyst specified. The product is [NH2:33][C:25]([CH2:24][N:20]1[C:21]2[C:17](=[CH:16][C:15]([C:12]3[N:11]=[C:10]([C:4]4[CH:5]=[CH:6][C:7]([O:8][CH3:9])=[C:2]([Cl:1])[CH:3]=4)[O:14][N:13]=3)=[CH:23][CH:22]=2)[CH2:18][CH2:19]1)([CH2:26][OH:27])[CH2:30][OH:29]. The yield is 0.670. (3) The reactants are [NH2:1][C:2]1[CH:7]=[CH:6][C:5]([Cl:8])=[CH:4][C:3]=1[C:9]([C:11]1[CH:16]=[CH:15][CH:14]=[C:13]([Cl:17])[CH:12]=1)=O.[OH-].[K+].[C:20]([O:24][C:25](=[O:34])[CH2:26][C:27](OC(C)(C)C)=[O:28])([CH3:23])([CH3:22])[CH3:21]. No catalyst specified. The product is [C:20]([O:24][C:25]([C:26]1[C:27]([OH:28])=[N:1][C:2]2[C:3]([C:9]=1[C:11]1[CH:16]=[CH:15][CH:14]=[C:13]([Cl:17])[CH:12]=1)=[CH:4][C:5]([Cl:8])=[CH:6][CH:7]=2)=[O:34])([CH3:23])([CH3:22])[CH3:21]. The yield is 0.510. (4) The reactants are [CH2:1]([O:3][C:4](=[O:12])[C:5]([CH3:11])([CH3:10])[CH2:6][CH2:7][CH2:8]Br)[CH3:2].NC(N)=[S:15].[OH-].[Na+]. The catalyst is C(O)C.O. The product is [CH2:1]([O:3][C:4](=[O:12])[C:5]([CH3:11])([CH3:10])[CH2:6][CH2:7][CH2:8][SH:15])[CH3:2]. The yield is 0.740. (5) The reactants are [OH:1][CH2:2][C@@H:3]([NH:10][C:11](=[O:16])[CH2:12][CH2:13][CH:14]=[CH2:15])[C:4]1[CH:9]=[CH:8][CH:7]=[CH:6][CH:5]=1.[CH3:17][C@@H:18]([CH2:22][CH:23]=[CH2:24])[C:19](O)=[O:20]. The catalyst is C(Cl)Cl. The product is [CH3:17][C@@H:18]([CH2:22][CH:23]=[CH2:24])[C:19]([O:1][CH2:2][C@@H:3]([NH:10][C:11](=[O:16])[CH2:12][CH2:13][CH:14]=[CH2:15])[C:4]1[CH:9]=[CH:8][CH:7]=[CH:6][CH:5]=1)=[O:20]. The yield is 0.780. (6) The reactants are [CH3:1][C:2]1[C:6]2[CH:7]=[C:8]([OH:11])[CH:9]=[CH:10][C:5]=2[O:4][N:3]=1.C([Mg]Cl)(C)C.[CH3:17][O:18][C:19]1[CH:36]=[CH:35][C:22]([CH2:23][N:24]2[C:32]3[C:27](=[CH:28][CH:29]=[CH:30][CH:31]=3)[C:26](=[O:33])[C:25]2=[O:34])=[CH:21][CH:20]=1.Cl. The catalyst is ClCCCl. The product is [OH:33][C:26]1([C:9]2[C:8]([OH:11])=[CH:7][C:6]3[C:2]([CH3:1])=[N:3][O:4][C:5]=3[CH:10]=2)[C:27]2[C:32](=[CH:31][CH:30]=[CH:29][CH:28]=2)[N:24]([CH2:23][C:22]2[CH:21]=[CH:20][C:19]([O:18][CH3:17])=[CH:36][CH:35]=2)[C:25]1=[O:34]. The yield is 0.100. (7) The reactants are [CH:1]1[C:6]([CH:7]=O)=[CH:5][C:4]2[O:9][CH2:10][O:11][C:3]=2[CH:2]=1.N[CH:13]1[CH2:18][CH2:17][CH2:16][CH2:15][CH:14]1[NH2:19].[C:20]([BH3-])#[N:21].[Na+]. The catalyst is CO. The product is [CH2:10]1[O:11][C:3]2[CH:2]=[CH:1][C:6]([CH2:7][NH:19][C@@H:14]3[CH2:15][CH2:16][CH2:17][CH2:18][C@H:13]3[NH:21][CH2:20][C:1]3[CH:6]=[CH:5][C:4]4[O:9][CH2:10][O:11][C:3]=4[CH:2]=3)=[CH:5][C:4]=2[O:9]1. The yield is 0.300.